This data is from Catalyst prediction with 721,799 reactions and 888 catalyst types from USPTO. The task is: Predict which catalyst facilitates the given reaction. (1) Reactant: [Cl:1][C:2]1[C:3]([C:23]2[N:27]([CH3:28])[C:26]([CH3:29])=[N:25][CH:24]=2)=[N:4][C:5]([NH:8][C:9]2[CH:14]=[CH:13][C:12]([S:15](=[O:22])(=[O:21])[NH:16]C(C)(C)C)=[CH:11][CH:10]=2)=[N:6][CH:7]=1.FC(F)(F)C(O)=O.C1(OC)C=CC=CC=1. Product: [Cl:1][C:2]1[C:3]([C:23]2[N:27]([CH3:28])[C:26]([CH3:29])=[N:25][CH:24]=2)=[N:4][C:5]([NH:8][C:9]2[CH:14]=[CH:13][C:12]([S:15](=[O:21])(=[O:22])[NH2:16])=[CH:11][CH:10]=2)=[N:6][CH:7]=1. The catalyst class is: 6. (2) The catalyst class is: 87. Reactant: [OH:1][CH2:2][C:3]1[C:7]([CH3:8])=[CH:6][S:5][C:4]=1[C:9]([O:11]C)=[O:10].[OH-].[Li+].Cl. Product: [OH:1][CH2:2][C:3]1[C:7]([CH3:8])=[CH:6][S:5][C:4]=1[C:9]([OH:11])=[O:10]. (3) Reactant: CO[C:3](=[O:13])[C:4]1[C:9]([I:10])=[CH:8][CH:7]=[CH:6][C:5]=1[CH2:11]Br.[O:14]([C:21]1[CH:28]=[CH:27][C:24]([CH2:25][NH2:26])=[CH:23][CH:22]=1)[C:15]1[CH:20]=[CH:19][CH:18]=[CH:17][CH:16]=1.C([O-])([O-])=O.[K+].[K+].C(OCC)(=O)C. Product: [I:10][C:9]1[CH:8]=[CH:7][CH:6]=[C:5]2[C:4]=1[C:3](=[O:13])[N:26]([CH2:25][C:24]1[CH:27]=[CH:28][C:21]([O:14][C:15]3[CH:16]=[CH:17][CH:18]=[CH:19][CH:20]=3)=[CH:22][CH:23]=1)[CH2:11]2. The catalyst class is: 345. (4) Reactant: [N:1]([C@H:4]1[C:13]2[C:8](=[CH:9][CH:10]=[C:11]([F:14])[CH:12]=2)[CH2:7][CH2:6][CH2:5]1)=[N+]=[N-]. Product: [F:14][C:11]1[CH:12]=[C:13]2[C:8]([CH2:7][CH2:6][CH2:5][C@H:4]2[NH2:1])=[CH:9][CH:10]=1. The catalyst class is: 19. (5) Reactant: B1(C)OC(C2C=CC=CC=2)(C2C=CC=CC=2)[C@H]2N1CCC2.B.C1COCC1.[C:28]([CH2:36][CH2:37][C:38]([O:40][CH3:41])=[O:39])(=[O:35])[C:29]1[CH:34]=[CH:33][CH:32]=[CH:31][CH:30]=1.C([O-])([O-])=O.[K+].[K+]. Product: [OH:35][C@@H:28]([C:29]1[CH:30]=[CH:31][CH:32]=[CH:33][CH:34]=1)[CH2:36][CH2:37][C:38]([O:40][CH3:41])=[O:39]. The catalyst class is: 1. (6) Reactant: C(N(CC)CC)C.[CH2:8]([C:15]([OH:17])=O)[CH2:9][C:10]1[N:14]=[CH:13][NH:12][CH:11]=1.CN(C([O:25]N1N=NC2C=CC=CC1=2)=[N+](C)C)C.[B-](F)(F)(F)F.[F:40][C:41]([F:46])([F:45])[C:42]([OH:44])=[O:43].[NH2:47][CH:48]([CH2:67][C:68]1[CH:73]=[CH:72][C:71]([O:74][CH3:75])=[C:70](O)[CH:69]=1)[C:49]([N:51]1[CH2:54][C:53]([O:62][CH2:63][CH2:64][CH2:65][CH3:66])([C:55]2[CH:60]=[CH:59][CH:58]=[CH:57][C:56]=2[CH3:61])[CH2:52]1)=[O:50].C(=O)([O-])O.[Na+]. Product: [F:40][C:41]([F:46])([F:45])[C:42]([OH:44])=[O:43].[CH2:63]([O:62][C:53]1([C:55]2[CH:60]=[CH:59][CH:58]=[CH:57][C:56]=2[CH3:61])[CH2:52][N:51]([C:49](=[O:50])[CH:48]([NH:47][C:15](=[O:17])[CH2:8][CH2:9][C:10]2[NH:14][CH:13]=[N:12][CH:11]=2)[CH2:67][C:68]2[CH:73]=[CH:72][C:71]([O:74][CH3:75])=[CH:70][C:69]=2[OH:25])[CH2:54]1)[CH2:64][CH2:65][CH3:66]. The catalyst class is: 9. (7) Reactant: [Br:1][C:2]1[N:7]=[C:6]([C:8](=O)[CH3:9])[CH:5]=[CH:4][CH:3]=1.[CH:11]([C:14]1[CH:20]=[CH:19][CH:18]=[C:17]([CH:21]([CH3:23])[CH3:22])[C:15]=1[NH2:16])([CH3:13])[CH3:12].CC1C=CC(S(O)(=O)=O)=CC=1.[Cl-].[Cl-].[Ca+2]. Product: [Br:1][C:2]1[N:7]=[C:6]([C:8](=[N:16][C:15]2[C:17]([CH:21]([CH3:22])[CH3:23])=[CH:18][CH:19]=[CH:20][C:14]=2[CH:11]([CH3:13])[CH3:12])[CH3:9])[CH:5]=[CH:4][CH:3]=1. The catalyst class is: 11.